Dataset: Full USPTO retrosynthesis dataset with 1.9M reactions from patents (1976-2016). Task: Predict the reactants needed to synthesize the given product. Given the product [C:60]([C:57]1[CH:56]=[CH:55][C:54]([C:51]2[S:50][C:49]([CH2:48][C@H:47]([NH:62][C:34]([C@@H:20]3[CH2:19][C:18]4[CH:17]=[C:16]5[O:37][CH2:38][C@H:13]([C:10]6[CH:11]=[CH:12][C:7]([O:6][CH2:5][C:4]7[CH:39]=[CH:40][C:41]([Cl:42])=[C:2]([Cl:1])[CH:3]=7)=[CH:8][CH:9]=6)[O:14][C:15]5=[CH:24][C:23]=4[CH2:22][N:21]3[C@H:25]([C:28]3[CH:29]=[CH:30][CH:31]=[CH:32][CH:33]=3)[CH2:26][CH3:27])=[O:36])[C:46]([OH:63])=[O:45])=[CH:53][CH:52]=2)=[CH:59][CH:58]=1)#[N:61], predict the reactants needed to synthesize it. The reactants are: [Cl:1][C:2]1[CH:3]=[C:4]([CH:39]=[CH:40][C:41]=1[Cl:42])[CH2:5][O:6][C:7]1[CH:12]=[CH:11][C:10]([C@H:13]2[CH2:38][O:37][C:16]3=[CH:17][C:18]4[CH2:19][C@@H:20]([C:34]([OH:36])=O)[N:21]([C@H:25]([C:28]5[CH:33]=[CH:32][CH:31]=[CH:30][CH:29]=5)[CH2:26][CH3:27])[CH2:22][C:23]=4[CH:24]=[C:15]3[O:14]2)=[CH:9][CH:8]=1.Cl.C[O:45][C:46](=[O:63])[C@@H:47]([NH2:62])[CH2:48][C:49]1[S:50][C:51]([C:54]2[CH:59]=[CH:58][C:57]([C:60]#[N:61])=[CH:56][CH:55]=2)=[CH:52][CH:53]=1.